Dataset: Full USPTO retrosynthesis dataset with 1.9M reactions from patents (1976-2016). Task: Predict the reactants needed to synthesize the given product. (1) Given the product [N:16]1([C:20]([C:22]2[N:23]=[CH:24][C:25]([O:1][C:2]3[C:3]4[C:7]([CH:8]=[C:9]([C:11]([O:13][CH3:14])=[O:12])[CH:10]=3)=[N:6][N:5]([CH3:15])[CH:4]=4)=[CH:26][C:27]=2[F:28])=[O:21])[CH2:19][CH2:18][CH2:17]1, predict the reactants needed to synthesize it. The reactants are: [OH:1][C:2]1[C:3]2[C:7]([CH:8]=[C:9]([C:11]([O:13][CH3:14])=[O:12])[CH:10]=1)=[N:6][N:5]([CH3:15])[CH:4]=2.[N:16]1([C:20]([C:22]2[C:27]([F:28])=[CH:26][C:25](F)=[CH:24][N:23]=2)=[O:21])[CH2:19][CH2:18][CH2:17]1. (2) Given the product [Br:1][C:2]1[CH:15]=[C:14]([F:16])[CH:13]=[C:12]2[C:3]=1[CH2:4][CH2:5][N:6]([C:7]([O:8][CH2:9][CH3:10])=[O:11])[CH2:17]2, predict the reactants needed to synthesize it. The reactants are: [Br:1][C:2]1[CH:15]=[C:14]([F:16])[CH:13]=[CH:12][C:3]=1[CH2:4][CH2:5][NH:6][C:7](=[O:11])[O:8][CH2:9][CH3:10].[C:17](O)(=O)C.S(=O)(=O)(O)O.C=O. (3) Given the product [NH2:32][C@@H:23]([CH2:24][C:25]1[CH:26]=[CH:27][C:28]([Cl:31])=[CH:29][CH:30]=1)[CH2:22][NH:6][C:7]1[O:11][N:10]=[C:9]([C:12]2[CH:13]=[C:14]3[C:19](=[CH:20][CH:21]=2)[CH:18]=[N:17][CH:16]=[CH:15]3)[CH:8]=1, predict the reactants needed to synthesize it. The reactants are: C(OC(=O)[N:6]([CH2:22][C@@H:23]([NH:32]C(OC(C)(C)C)=O)[CH2:24][C:25]1[CH:30]=[CH:29][C:28]([Cl:31])=[CH:27][CH:26]=1)[C:7]1[O:11][N:10]=[C:9]([C:12]2[CH:13]=[C:14]3[C:19](=[CH:20][CH:21]=2)[CH:18]=[N:17][CH:16]=[CH:15]3)[CH:8]=1)C=C.C[Si](C)(C)NO[Si](C)(C)C.C(O)(C(F)(F)F)=O.[OH-].[Na+]. (4) Given the product [NH2:8][C:9]([CH:14]1[CH2:23][CH2:22][C:21]2[C:16](=[CH:17][CH:18]=[C:19]([OH:24])[CH:20]=2)[CH2:15]1)([CH2:12][OH:13])[CH2:10][OH:11], predict the reactants needed to synthesize it. The reactants are: C([NH:8][C:9]([C:14]1[CH2:23][CH2:22][C:21]2[C:16](=[CH:17][CH:18]=[C:19]([O:24]CC3C=CC=CC=3)[CH:20]=2)[CH:15]=1)([CH2:12][OH:13])[CH2:10][OH:11])C1C=CC=CC=1.C(O)C.C(OCC)(=O)C.C(O)(=O)C. (5) Given the product [Br:32][C:33]1[CH:38]=[CH:37][C:8]2[C:7]3[CH:2]4[N:1]([CH2:16][CH2:15][C:14]=3[N:39]([CH3:41])[C:35]=2[CH:34]=1)[CH2:6][CH2:5][CH2:4][CH2:3]4, predict the reactants needed to synthesize it. The reactants are: [N:1]1[CH:6]=[CH:5][CH:4]=[CH:3][C:2]=1[CH2:7][C:8](OCC)=O.Cl.[C:14](OCC)(=O)[CH:15]=[CH2:16].[Li+].C[Si]([N-][Si](C)(C)C)(C)C.Cl.[Br:32][C:33]1[CH:34]=[C:35]([N:39]([CH3:41])N)C=[CH:37][CH:38]=1.